Dataset: Forward reaction prediction with 1.9M reactions from USPTO patents (1976-2016). Task: Predict the product of the given reaction. (1) Given the reactants [CH:1]1(Br)[CH2:5][CH2:4][CH2:3][CH2:2]1.[Cl:7][C:8]1[CH:13]=[CH:12][C:11]([OH:14])=[CH:10][N:9]=1.C(=O)([O-])[O-].[Cs+].[Cs+], predict the reaction product. The product is: [Cl:7][C:8]1[CH:13]=[CH:12][C:11]([O:14][CH:1]2[CH2:5][CH2:4][CH2:3][CH2:2]2)=[CH:10][N:9]=1. (2) Given the reactants [C:1](=[O:6])([O:4][CH3:5])[O:2][CH3:3].[C:7]1(O)[CH:12]=[CH:11]C=[CH:9][CH:8]=1, predict the reaction product. The product is: [C:1](=[O:6])([O:4][C:5]1[CH:11]=[CH:12][CH:7]=[CH:8][CH:9]=1)[O:2][CH3:3]. (3) Given the reactants [S:1]([N:11]1[C:15]2=[N:16][CH:17]=[C:18]([CH2:20][NH:21][C:22]([CH:24]3[CH2:29][CH2:28][CH2:27][CH2:26][CH2:25]3)=S)[N:19]=[C:14]2[CH:13]=[CH:12]1)([C:4]1[CH:10]=[CH:9][C:7]([CH3:8])=[CH:6][CH:5]=1)(=[O:3])=[O:2], predict the reaction product. The product is: [CH:24]1([C:22]2[N:19]3[C:14]4[CH:13]=[CH:12][N:11]([S:1]([C:4]5[CH:10]=[CH:9][C:7]([CH3:8])=[CH:6][CH:5]=5)(=[O:3])=[O:2])[C:15]=4[N:16]=[CH:17][C:18]3=[CH:20][N:21]=2)[CH2:29][CH2:28][CH2:27][CH2:26][CH2:25]1. (4) The product is: [Br:17][C:16]([Br:18])=[CH:1][C:3]1[CH:4]=[C:5]([CH:10]=[CH:11][C:12]=1[N+:13]([O-:15])=[O:14])[C:6]([O:8][CH3:9])=[O:7]. Given the reactants [CH:1]([C:3]1[CH:4]=[C:5]([CH:10]=[CH:11][C:12]=1[N+:13]([O-:15])=[O:14])[C:6]([O:8][CH3:9])=[O:7])=O.[C:16](Br)(Br)([Br:18])[Br:17].C1(P(C2C=CC=CC=2)C2C=CC=CC=2)C=CC=CC=1, predict the reaction product. (5) The product is: [C:28]([O:27][C:26]([NH:25][C@H:22]1[CH2:23][CH2:24][N:20]([C:17]([CH:14]2[CH2:13][CH2:12][N:11]([C:9]([O:8][CH2:1][C:2]3[CH:3]=[CH:4][CH:5]=[CH:6][CH:7]=3)=[O:10])[CH2:16][CH2:15]2)=[O:19])[CH2:21]1)=[O:32])([CH3:31])([CH3:29])[CH3:30]. Given the reactants [CH2:1]([O:8][C:9]([N:11]1[CH2:16][CH2:15][CH:14]([C:17]([OH:19])=O)[CH2:13][CH2:12]1)=[O:10])[C:2]1[CH:7]=[CH:6][CH:5]=[CH:4][CH:3]=1.[NH:20]1[CH2:24][CH2:23][C@H:22]([NH:25][C:26](=[O:32])[O:27][C:28]([CH3:31])([CH3:30])[CH3:29])[CH2:21]1.F[P-](F)(F)(F)(F)F.N1(O[P+](N(C)C)(N(C)C)N(C)C)C2C=CC=CC=2N=N1.C(N(CC)CC)C, predict the reaction product. (6) Given the reactants FC(F)(F)C(O)=O.C([O:12][C:13](=[O:46])[C@H:14]([NH:21][C:22]([C:24]1[S:45][C:27]2=[CH:28][N:29]=[CH:30][C:31]([NH:32][C:33]3[CH:38]=[CH:37][C:36]([C:39]4[CH:44]=[CH:43][CH:42]=[CH:41][CH:40]=4)=[CH:35][CH:34]=3)=[C:26]2[CH:25]=1)=[O:23])[CH2:15][O:16]C(C)(C)C)(C)(C)C, predict the reaction product. The product is: [C:36]1([C:39]2[CH:40]=[CH:41][CH:42]=[CH:43][CH:44]=2)[CH:35]=[CH:34][C:33]([NH:32][C:31]2[CH:30]=[N:29][CH:28]=[C:27]3[S:45][C:24]([C:22]([NH:21][C@H:14]([CH2:15][OH:16])[C:13]([OH:46])=[O:12])=[O:23])=[CH:25][C:26]=23)=[CH:38][CH:37]=1.